Dataset: CYP2C9 inhibition data for predicting drug metabolism from PubChem BioAssay. Task: Regression/Classification. Given a drug SMILES string, predict its absorption, distribution, metabolism, or excretion properties. Task type varies by dataset: regression for continuous measurements (e.g., permeability, clearance, half-life) or binary classification for categorical outcomes (e.g., BBB penetration, CYP inhibition). Dataset: cyp2c9_veith. (1) The drug is COc1ccc(-c2nc3cnc(Oc4cccc(Cl)c4)nc3n(C[C@H]3CCCO3)c2=O)cc1. The result is 1 (inhibitor). (2) The molecule is CCOc1cc2[nH]c(=S)n(CCC(=O)N3CCc4ccccc4C3)c(=O)c2cc1OCC. The result is 1 (inhibitor). (3) The drug is Cc1cc(O)c(/C=N/Nc2ccc(Cl)cc2)c(=O)o1. The result is 1 (inhibitor). (4) The drug is COc1cccc(Cn2c(=O)c(-c3cccc(C#N)c3)nc3cnc(OC)nc32)c1. The result is 1 (inhibitor). (5) The drug is CC(=O)OC[C@@H]1O[C@@H](O/N=C2/C[C@@H](O)[C@@H](O)[C@H]3[C@@H]2CC[C@@H]2C(=O)N(Cc4ccc5c(c4)OCO5)C(=O)[C@H]23)[C@H](OC(C)=O)[C@H](OC(C)=O)[C@@H]1OC(C)=O. The result is 0 (non-inhibitor).